Task: Regression. Given two drug SMILES strings and cell line genomic features, predict the synergy score measuring deviation from expected non-interaction effect.. Dataset: NCI-60 drug combinations with 297,098 pairs across 59 cell lines (1) Drug 1: C1CCC(CC1)NC(=O)N(CCCl)N=O. Drug 2: C1CC(=O)NC(=O)C1N2C(=O)C3=CC=CC=C3C2=O. Cell line: HOP-92. Synergy scores: CSS=23.6, Synergy_ZIP=-3.42, Synergy_Bliss=5.93, Synergy_Loewe=1.53, Synergy_HSA=5.08. (2) Drug 1: C1C(C(OC1N2C=C(C(=O)NC2=O)F)CO)O. Drug 2: C1=NC2=C(N1)C(=S)N=CN2. Cell line: IGROV1. Synergy scores: CSS=19.5, Synergy_ZIP=-3.91, Synergy_Bliss=3.05, Synergy_Loewe=0.517, Synergy_HSA=0.657. (3) Drug 1: CCCS(=O)(=O)NC1=C(C(=C(C=C1)F)C(=O)C2=CNC3=C2C=C(C=N3)C4=CC=C(C=C4)Cl)F. Drug 2: C#CCC(CC1=CN=C2C(=N1)C(=NC(=N2)N)N)C3=CC=C(C=C3)C(=O)NC(CCC(=O)O)C(=O)O. Cell line: RXF 393. Synergy scores: CSS=8.73, Synergy_ZIP=0.00781, Synergy_Bliss=5.25, Synergy_Loewe=3.50, Synergy_HSA=4.92. (4) Drug 1: CN1CCC(CC1)COC2=C(C=C3C(=C2)N=CN=C3NC4=C(C=C(C=C4)Br)F)OC. Drug 2: CS(=O)(=O)C1=CC(=C(C=C1)C(=O)NC2=CC(=C(C=C2)Cl)C3=CC=CC=N3)Cl. Cell line: NCIH23. Synergy scores: CSS=3.58, Synergy_ZIP=-2.03, Synergy_Bliss=-0.174, Synergy_Loewe=-2.47, Synergy_HSA=-1.05. (5) Drug 1: C1CN1C2=NC(=NC(=N2)N3CC3)N4CC4. Drug 2: C(CC(=O)O)C(=O)CN.Cl. Cell line: M14. Synergy scores: CSS=13.9, Synergy_ZIP=-8.74, Synergy_Bliss=-11.2, Synergy_Loewe=-15.3, Synergy_HSA=-9.36.